From a dataset of Catalyst prediction with 721,799 reactions and 888 catalyst types from USPTO. Predict which catalyst facilitates the given reaction. (1) Reactant: [CH:1]1([C:6](Cl)=[O:7])[CH2:5][CH2:4][CH2:3][CH2:2]1.[C:9]1(=[O:18])[O:17][C:14]([CH3:16])([CH3:15])[O:13][C:11](=[O:12])[CH2:10]1.N1C=CC=CC=1. Product: [CH:1]1([C:6]([CH:10]2[C:9](=[O:18])[O:17][C:14]([CH3:16])([CH3:15])[O:13][C:11]2=[O:12])=[O:7])[CH2:5][CH2:4][CH2:3][CH2:2]1. The catalyst class is: 2. (2) Product: [CH2:12]([O:19][C:20]1[C:25]([Cl:26])=[N:24][C:23]([CH2:27][O:28][Si:2]([CH:9]([CH3:11])[CH3:10])([CH:6]([CH3:8])[CH3:7])[CH:3]([CH3:5])[CH3:4])=[CH:22][CH:21]=1)[C:13]1[CH:14]=[CH:15][CH:16]=[CH:17][CH:18]=1. The catalyst class is: 84. Reactant: Cl[Si:2]([CH:9]([CH3:11])[CH3:10])([CH:6]([CH3:8])[CH3:7])[CH:3]([CH3:5])[CH3:4].[CH2:12]([O:19][C:20]1[CH:21]=[CH:22][C:23]([CH2:27][OH:28])=[N:24][C:25]=1[Cl:26])[C:13]1[CH:18]=[CH:17][CH:16]=[CH:15][CH:14]=1.N1C=CN=C1.CN(C=O)C. (3) Reactant: [Br:1][CH2:2][CH2:3][CH2:4][CH2:5][CH2:6][OH:7].[N+:8]([C:11]1[CH:19]=[CH:18][C:14]([C:15](Cl)=[O:16])=[CH:13][CH:12]=1)([O-:10])=[O:9].N1C=CC=CC=1. Product: [N+:8]([C:11]1[CH:12]=[CH:13][C:14]([C:15]([O:7][CH2:6][CH2:5][CH2:4][CH2:3][CH2:2][Br:1])=[O:16])=[CH:18][CH:19]=1)([O-:10])=[O:9]. The catalyst class is: 2. (4) Reactant: Br[C:2]1[CH:3]=[C:4]([N:12]([CH2:22][C:23]2[CH:28]=[CH:27][C:26]([O:29][CH3:30])=[CH:25][CH:24]=2)[CH2:13][C:14]2[CH:19]=[CH:18][C:17]([O:20][CH3:21])=[CH:16][CH:15]=2)[C:5]2[N:9]=[CH:8][N:7]([CH3:10])[C:6]=2[CH:11]=1.[B:31]1([B:31]2[O:35][C:34]([CH3:37])([CH3:36])[C:33]([CH3:39])([CH3:38])[O:32]2)[O:35][C:34]([CH3:37])([CH3:36])[C:33]([CH3:39])([CH3:38])[O:32]1.C(Cl)Cl.CC([O-])=O.[K+]. Product: [CH3:21][O:20][C:17]1[CH:18]=[CH:19][C:14]([CH2:13][N:12]([CH2:22][C:23]2[CH:28]=[CH:27][C:26]([O:29][CH3:30])=[CH:25][CH:24]=2)[C:4]2[C:5]3[N:9]=[CH:8][N:7]([CH3:10])[C:6]=3[CH:11]=[C:2]([B:31]3[O:35][C:34]([CH3:37])([CH3:36])[C:33]([CH3:39])([CH3:38])[O:32]3)[CH:3]=2)=[CH:15][CH:16]=1. The catalyst class is: 151. (5) Reactant: Cl[C:2]1[CH:3]=[CH:4][C:5]2[O:14][CH2:13][CH2:12][C:11]3[CH:10]=[C:9]([C:15]4[N:16]([C:20]5[CH:25]=[CH:24][C:23]([F:26])=[CH:22][C:21]=5[F:27])[N:17]=[CH:18][N:19]=4)[S:8][C:7]=3[C:6]=2[N:28]=1.[N:29]1([C:35]([O:37][C:38]([CH3:41])([CH3:40])[CH3:39])=[O:36])[CH2:34][CH2:33][NH:32][CH2:31][CH2:30]1. Product: [C:38]([O:37][C:35]([N:29]1[CH2:34][CH2:33][N:32]([C:2]2[CH:3]=[CH:4][C:5]3[O:14][CH2:13][CH2:12][C:11]4[CH:10]=[C:9]([C:15]5[N:16]([C:20]6[CH:25]=[CH:24][C:23]([F:26])=[CH:22][C:21]=6[F:27])[N:17]=[CH:18][N:19]=5)[S:8][C:7]=4[C:6]=3[N:28]=2)[CH2:31][CH2:30]1)=[O:36])([CH3:41])([CH3:39])[CH3:40]. The catalyst class is: 12. (6) Reactant: [CH3:1][O:2][C:3](=[O:20])[CH:4]([S:11]([C:14]1[CH:19]=[CH:18][CH:17]=[CH:16][CH:15]=1)(=[O:13])=[O:12])[CH:5]1[CH2:9][CH2:8][C:7](=[O:10])[CH2:6]1.[H-].[Na+].C1C=CC(S(N(S(C2C=CC=CC=2)(=O)=O)[F:33])(=O)=O)=CC=1.O. Product: [CH3:1][O:2][C:3](=[O:20])[C:4]([S:11]([C:14]1[CH:15]=[CH:16][CH:17]=[CH:18][CH:19]=1)(=[O:12])=[O:13])([F:33])[CH:5]1[CH2:9][CH2:8][C:7](=[O:10])[CH2:6]1. The catalyst class is: 3. (7) Reactant: F[C:2]1[CH:20]=[CH:19][C:5]([C:6]([NH:8][C:9]2[CH:10]=[C:11]3[C:15](=[CH:16][CH:17]=2)[NH:14][C:13]([CH3:18])=[CH:12]3)=[O:7])=[CH:4][C:3]=1[C:21]([F:24])([F:23])[F:22].[NH:25]1[CH2:30][CH2:29][NH:28][CH2:27][CH2:26]1. Product: [CH3:18][C:13]1[NH:14][C:15]2[C:11]([CH:12]=1)=[CH:10][C:9]([NH:8][C:6](=[O:7])[C:5]1[CH:19]=[CH:20][C:2]([N:25]3[CH2:30][CH2:29][NH:28][CH2:27][CH2:26]3)=[C:3]([C:21]([F:24])([F:23])[F:22])[CH:4]=1)=[CH:17][CH:16]=2. The catalyst class is: 9. (8) Reactant: O=P(Cl)(Cl)Cl.[Cl:6][C:7]1[C:8]([CH2:13][NH:14][CH:15]=O)=[N:9][CH:10]=[CH:11][N:12]=1.C1C(=O)N(Br)C(=O)C1. Product: [Cl:6][C:7]1[C:8]2[N:9]([CH:15]=[N:14][CH:13]=2)[CH:10]=[CH:11][N:12]=1. The catalyst class is: 10. (9) Product: [Cl:13][C:14]1[N:15]=[CH:16][N:17]=[C:18]([NH:2][CH2:3][C@@H:4]([C:6]2[CH:11]=[CH:10][C:9]([F:12])=[CH:8][CH:7]=2)[OH:5])[CH:19]=1. The catalyst class is: 12. Reactant: Cl.[NH2:2][CH2:3][C@@H:4]([C:6]1[CH:11]=[CH:10][C:9]([F:12])=[CH:8][CH:7]=1)[OH:5].[Cl:13][C:14]1[CH:19]=[C:18](Cl)[N:17]=[CH:16][N:15]=1.C([O-])(O)=O.[Na+].O.